Predict the product of the given reaction. From a dataset of Forward reaction prediction with 1.9M reactions from USPTO patents (1976-2016). Given the reactants [CH:1]([N:14]1[CH2:17][CH:16]([CH2:18][OH:19])[CH2:15]1)([C:8]1[CH:13]=[CH:12][CH:11]=[CH:10][CH:9]=1)[C:2]1[CH:7]=[CH:6][CH:5]=[CH:4][CH:3]=1.[Cl:20][C:21]1[C:22](F)=[CH:23][C:24]([F:34])=[C:25]([CH:33]=1)[C:26]([NH:28][S:29]([CH3:32])(=[O:31])=[O:30])=[O:27].CC(C)([O-])C.[K+].C1COCC1.CS(C)=O, predict the reaction product. The product is: [CH:1]([N:14]1[CH2:17][CH:16]([CH2:18][O:19][C:22]2[C:21]([Cl:20])=[CH:33][C:25]([C:26]([NH:28][S:29]([CH3:32])(=[O:31])=[O:30])=[O:27])=[C:24]([F:34])[CH:23]=2)[CH2:15]1)([C:8]1[CH:13]=[CH:12][CH:11]=[CH:10][CH:9]=1)[C:2]1[CH:3]=[CH:4][CH:5]=[CH:6][CH:7]=1.